Dataset: Reaction yield outcomes from USPTO patents with 853,638 reactions. Task: Predict the reaction yield, written as a fraction of the theoretical maximum amount of product (1.0 means a 100% yield; for example, 0.34 means a 34% yield). (1) The reactants are [CH2:1]([C@@H:3]1[C@@H:7]([OH:8])[CH2:6][N:5]([C:9]([O:11][CH2:12][C:13]2[CH:18]=[CH:17][CH:16]=[CH:15][CH:14]=2)=[O:10])[CH2:4]1)[CH3:2].[CH3:19][C:20]1[CH:25]=[CH:24][C:23]([S:26](Cl)(=[O:28])=[O:27])=[CH:22][CH:21]=1.C(N(CC)CC)C. The catalyst is C(Cl)Cl.CN(C)C1C=CN=CC=1. The product is [CH2:1]([C@@H:3]1[C@@H:7]([O:8][S:26]([C:23]2[CH:24]=[CH:25][C:20]([CH3:19])=[CH:21][CH:22]=2)(=[O:28])=[O:27])[CH2:6][N:5]([C:9]([O:11][CH2:12][C:13]2[CH:18]=[CH:17][CH:16]=[CH:15][CH:14]=2)=[O:10])[CH2:4]1)[CH3:2]. The yield is 0.940. (2) The reactants are [OH:1][C:2]1[C:10]2[C:5](=[CH:6][CH:7]=[C:8]([C:11]([OH:13])=[O:12])[CH:9]=2)[NH:4][N:3]=1.Cl.[CH3:15]O. No catalyst specified. The product is [OH:1][C:2]1[C:10]2[C:5](=[CH:6][CH:7]=[C:8]([C:11]([O:13][CH3:15])=[O:12])[CH:9]=2)[NH:4][N:3]=1. The yield is 0.990. (3) The reactants are [C:1]([O:5][C:6]([N:8]1[C:17]2[C:12](=[CH:13][CH:14]=[C:15]([N+:18]([O-])=O)[CH:16]=2)[C:11]([CH3:22])([CH3:21])[CH2:10][CH2:9]1)=[O:7])([CH3:4])([CH3:3])[CH3:2]. The catalyst is CO.[Pd]. The product is [NH2:18][C:15]1[CH:16]=[C:17]2[C:12]([C:11]([CH3:22])([CH3:21])[CH2:10][CH2:9][N:8]2[C:6]([O:5][C:1]([CH3:4])([CH3:3])[CH3:2])=[O:7])=[CH:13][CH:14]=1. The yield is 0.950.